This data is from Forward reaction prediction with 1.9M reactions from USPTO patents (1976-2016). The task is: Predict the product of the given reaction. (1) Given the reactants C1C=CC2N(O)N=NC=2C=1.CCN=C=NCCCN(C)C.[Cl:22][C:23]1[CH:24]=[C:25]([C:33]([OH:35])=O)[CH:26]=[N:27][C:28]=1[O:29][CH:30]([CH3:32])[CH3:31].[F:36][C:37]1[CH:45]=[CH:44][C:43](/[C:46](/[NH:49]O)=[N:47]/[H])=[C:42]2[C:38]=1[C:39]([CH2:51][CH2:52][C:53]([O:55][CH2:56][CH3:57])=[O:54])=[CH:40][NH:41]2.CCCC[N+](CCCC)(CCCC)CCCC.[F-], predict the reaction product. The product is: [Cl:22][C:23]1[CH:24]=[C:25]([C:33]2[O:35][N:47]=[C:46]([C:43]3[CH:44]=[CH:45][C:37]([F:36])=[C:38]4[C:42]=3[NH:41][CH:40]=[C:39]4[CH2:51][CH2:52][C:53]([O:55][CH2:56][CH3:57])=[O:54])[N:49]=2)[CH:26]=[N:27][C:28]=1[O:29][CH:30]([CH3:31])[CH3:32]. (2) Given the reactants Br[C:2]1[CH:7]=[C:6]([C:8]([O:10][CH2:11][CH3:12])=[O:9])[CH:5]=[CH:4][N:3]=1.CC1(C)C(C)(C)OB([C:21]2[C:29]3[S:28][C:27]([CH2:30][O:31][C:32]4[CH:37]=[CH:36][CH:35]=[C:34]([C:38]([F:41])([F:40])[F:39])[CH:33]=4)=[CH:26][C:25]=3[CH:24]=[CH:23][CH:22]=2)O1, predict the reaction product. The product is: [F:40][C:38]([F:39])([F:41])[C:34]1[CH:33]=[C:32]([CH:37]=[CH:36][CH:35]=1)[O:31][CH2:30][C:27]1[S:28][C:29]2[C:21]([C:2]3[CH:7]=[C:6]([C:8]([O:10][CH2:11][CH3:12])=[O:9])[CH:5]=[CH:4][N:3]=3)=[CH:22][CH:23]=[CH:24][C:25]=2[CH:26]=1. (3) Given the reactants [F:1][C:2]1[CH:7]=[CH:6][C:5]([C:8]2[C:28](=[O:29])[N:27]([CH3:30])[C:11]3[N:12]([CH3:26])[C:13]4[C:18]([C:10]=3[CH:9]=2)=[CH:17][C:16]([C:19]2[S:20][CH:21]=[C:22]([CH2:24][OH:25])[N:23]=2)=[CH:15][CH:14]=4)=[CH:4][CH:3]=1.[H-].[Na+].[CH2:33]1OCCOC2C(=CC=CC=2)OCCOCCOC2C(=CC=CC=2)OC1.IC.C([O-])(O)=O.[Na+], predict the reaction product. The product is: [F:1][C:2]1[CH:7]=[CH:6][C:5]([C:8]2[C:28](=[O:29])[N:27]([CH3:30])[C:11]3[N:12]([CH3:26])[C:13]4[C:18]([C:10]=3[CH:9]=2)=[CH:17][C:16]([C:19]2[S:20][CH:21]=[C:22]([CH2:24][O:25][CH3:33])[N:23]=2)=[CH:15][CH:14]=4)=[CH:4][CH:3]=1. (4) Given the reactants C(O[BH-](O[C:11](=[O:13])C)OC(=O)C)(=O)C.[Na+].[CH3:15][C:16]1[NH:17][CH:18]=[C:19]([CH:21]=O)[N:20]=1.[CH2:23]([N:30]1[CH2:35][CH2:34][CH:33]([NH2:36])[CH2:32][CH2:31]1)[C:24]1[CH:29]=[CH:28][CH:27]=[CH:26][CH:25]=1.C(O)(=O)C, predict the reaction product. The product is: [CH2:23]([N:30]1[CH2:35][CH2:34][CH:33]([N:36]2[CH2:21][C:19]3=[CH:18][N:17]=[C:16]([CH3:15])[N:20]3[C:11]2=[O:13])[CH2:32][CH2:31]1)[C:24]1[CH:25]=[CH:26][CH:27]=[CH:28][CH:29]=1.